From a dataset of CYP2D6 inhibition data for predicting drug metabolism from PubChem BioAssay. Regression/Classification. Given a drug SMILES string, predict its absorption, distribution, metabolism, or excretion properties. Task type varies by dataset: regression for continuous measurements (e.g., permeability, clearance, half-life) or binary classification for categorical outcomes (e.g., BBB penetration, CYP inhibition). Dataset: cyp2d6_veith. (1) The drug is O=C1CC(c2cccs2)c2cc3c(cc2N1)OCO3. The result is 1 (inhibitor). (2) The compound is CC(C)[C@H]1C(=O)C(C(N)=O)=C(O)[C@]2(O)C(=O)C3=C(O)c4c(O)ccc(N(C)C)c4C[C@H]3C[C@@H]12. The result is 0 (non-inhibitor). (3) The drug is C=CC[n+]1c(-c2ccc(C)cc2)csc1NNC(=O)Nc1ccccc1.[Br-]. The result is 1 (inhibitor). (4) The drug is O=C(Nc1ccccc1C(=O)NCC1CCCO1)c1ccc(Cl)cc1Cl. The result is 0 (non-inhibitor). (5) The molecule is CN(C)Cc1ccccc1-c1cncnc1NCc1ccccc1. The result is 1 (inhibitor). (6) The molecule is O=C(O)CCCSc1ccccc1. The result is 0 (non-inhibitor). (7) The drug is O=C(OCn1nnc2ccccc2c1=O)c1cccnc1. The result is 0 (non-inhibitor). (8) The compound is O=C(O)C1CCN(c2ncnc3ccc(-c4ccccc4C(F)(F)F)cc23)CC1. The result is 0 (non-inhibitor). (9) The drug is CCCn1cnc2c1c(=O)n(CCCCC(C)=O)c(=O)n2C. The result is 0 (non-inhibitor).